Dataset: Full USPTO retrosynthesis dataset with 1.9M reactions from patents (1976-2016). Task: Predict the reactants needed to synthesize the given product. (1) Given the product [NH:9]1[C:13]2[CH:14]=[CH:15][CH:16]=[CH:17][C:12]=2[N:11]=[C:10]1[CH:6]([NH:7][C:8]([NH:31][CH:29]1[CH2:30][C:25]([CH3:34])([CH3:24])[NH:26][C:27]([CH3:33])([CH3:32])[CH2:28]1)=[O:18])[CH2:5][C:4]1[CH:19]=[CH:20][C:21]([O:22][CH3:23])=[C:2]([F:1])[CH:3]=1, predict the reactants needed to synthesize it. The reactants are: [F:1][C:2]1[CH:3]=[C:4]([CH:19]=[CH:20][C:21]=1[O:22][CH3:23])[CH2:5][CH:6]1[C:10]2=[N:11][C:12]3[CH:17]=[CH:16][CH:15]=[CH:14][C:13]=3[N:9]2[C:8](=[O:18])[NH:7]1.[CH3:24][C:25]1([CH3:34])[CH2:30][CH:29]([NH2:31])[CH2:28][C:27]([CH3:33])([CH3:32])[NH:26]1.C(O)(C(F)(F)F)=O. (2) Given the product [CH3:14][S:11][C:10](=[S:12])[O:7][CH2:6][CH2:5][CH2:4][O:3][CH2:1][CH3:2], predict the reactants needed to synthesize it. The reactants are: [CH2:1]([O:3][CH2:4][CH2:5][CH2:6][OH:7])[CH3:2].[H-].[Na+].[C:10](=[S:12])=[S:11].I[CH3:14]. (3) Given the product [CH2:22]([O:29][C:30]1[C:31]([O:53][CH2:20][O:19][P:1]([O:11][CH2:12][C:13]2[CH:18]=[CH:17][CH:16]=[CH:15][CH:14]=2)([O:3][CH2:4][C:5]2[CH:10]=[CH:9][CH:8]=[CH:7][CH:6]=2)=[O:2])=[C:32]([C:48]([O:50][CH2:51][CH3:52])=[O:49])[N:33]([C:40]2[CH:41]=[CH:42][C:43]([O:46][CH3:47])=[CH:44][CH:45]=2)[C:34]=1[C:35](=[O:39])[N:36]([CH3:38])[CH3:37])[C:23]1[CH:28]=[CH:27][CH:26]=[CH:25][CH:24]=1, predict the reactants needed to synthesize it. The reactants are: [P:1]([O:19][CH2:20]Cl)([O:11][CH2:12][C:13]1[CH:18]=[CH:17][CH:16]=[CH:15][CH:14]=1)([O:3][CH2:4][C:5]1[CH:10]=[CH:9][CH:8]=[CH:7][CH:6]=1)=[O:2].[CH2:22]([O:29][C:30]1[C:31]([OH:53])=[C:32]([C:48]([O:50][CH2:51][CH3:52])=[O:49])[N:33]([C:40]2[CH:45]=[CH:44][C:43]([O:46][CH3:47])=[CH:42][CH:41]=2)[C:34]=1[C:35](=[O:39])[N:36]([CH3:38])[CH3:37])[C:23]1[CH:28]=[CH:27][CH:26]=[CH:25][CH:24]=1.C([O-])([O-])=O.[K+].[K+].O. (4) The reactants are: CC(OI1(OC(C)=O)(OC(C)=O)OC(=O)C2C=CC=CC1=2)=O.[F:23][C:24]([F:71])([F:70])[C:25]1[CH:26]=[C:27]([C@H:35]2[O:39][C:38](=[O:40])[N:37]([CH2:41][C:42]3[CH:47]=[C:46]([C:48]([F:51])([F:50])[F:49])[CH:45]=[CH:44][C:43]=3[C:52]3[C:57]([Cl:58])=[CH:56][CH:55]=[C:54]([C:59]4[CH:64]=[CH:63][C:62]([CH:65]([OH:67])[CH3:66])=[CH:61][C:60]=4[CH3:68])[CH:53]=3)[C@H:36]2[CH3:69])[CH:28]=[C:29]([C:31]([F:34])([F:33])[F:32])[CH:30]=1.CCOC(C)=O.CCCCCC. Given the product [C:65]([C:62]1[CH:63]=[CH:64][C:59]([C:54]2[CH:53]=[C:52]([C:43]3[CH:44]=[CH:45][C:46]([C:48]([F:49])([F:50])[F:51])=[CH:47][C:42]=3[CH2:41][N:37]3[C@@H:36]([CH3:69])[C@@H:35]([C:27]4[CH:26]=[C:25]([C:24]([F:71])([F:70])[F:23])[CH:30]=[C:29]([C:31]([F:33])([F:34])[F:32])[CH:28]=4)[O:39][C:38]3=[O:40])[C:57]([Cl:58])=[CH:56][CH:55]=2)=[C:60]([CH3:68])[CH:61]=1)(=[O:67])[CH3:66], predict the reactants needed to synthesize it. (5) Given the product [C:34]([N:31]1[CH2:32][CH2:33][CH:30]1[C:27]1[CH:28]=[CH:29][C:24]([C:3]2[CH:4]=[C:5]3[C:9](=[CH:10][C:2]=2[Cl:1])[NH:8][CH:7]=[C:6]3[C:11]([O:13][CH3:14])=[O:12])=[CH:25][CH:26]=1)(=[O:36])[CH3:35], predict the reactants needed to synthesize it. The reactants are: [Cl:1][C:2]1[CH:10]=[C:9]2[C:5]([C:6]([C:11]([O:13][CH3:14])=[O:12])=[CH:7][NH:8]2)=[CH:4][C:3]=1B1OCC(C)(C)CO1.Br[C:24]1[CH:29]=[CH:28][C:27]([CH:30]2[CH2:33][CH2:32][N:31]2[C:34](=[O:36])[CH3:35])=[CH:26][CH:25]=1.C(=O)([O-])[O-].[K+].[K+].C(OCC)(=O)C. (6) Given the product [CH2:25]([NH:35][CH2:13][C@@H:11]([OH:12])[C@@H:10]([NH:14][C:15]([C:45]1[O:46][C:42]([C:40]([N:39]([CH2:53][CH2:54][CH3:55])[CH2:36][CH2:37][CH3:38])=[O:41])=[CH:43][CH:44]=1)=[O:24])[CH2:9][C:4]1[CH:5]=[C:6]([F:8])[CH:7]=[C:2]([F:1])[CH:3]=1)[C:34]1[CH:29]=[CH:30][CH:31]=[CH:32][CH:33]=1, predict the reactants needed to synthesize it. The reactants are: [F:1][C:2]1[CH:3]=[C:4]([CH2:9][C@H:10]([NH:14][C:15](=[O:24])OCC2C=CC=CC=2)[C@H:11]2[CH2:13][O:12]2)[CH:5]=[C:6]([F:8])[CH:7]=1.[CH:25]1([NH2:35])[C:34]2[C:29](=[CH:30][CH:31]=[CH:32][CH:33]=2)CCC1.[CH2:36]([N:39]([CH2:53][CH2:54][CH3:55])[C:40]([C:42]1[CH:43]=[C:44](C=C(CC)C=1)[C:45](O)=[O:46])=[O:41])[CH2:37][CH3:38]. (7) Given the product [NH2:1][C:4]1[N:9]=[CH:8][N:7]=[C:6]([O:10][C:11]2[CH:16]=[CH:15][C:14]([NH:17][C:18](=[O:34])[NH:19][C:20]3[CH:21]=[C:22]([CH:27]=[C:28]([C:30]([F:32])([F:33])[F:31])[CH:29]=3)[C:23]([NH:25][CH3:26])=[O:24])=[CH:13][CH:12]=2)[CH:5]=1, predict the reactants needed to synthesize it. The reactants are: [N:1]([C:4]1[N:9]=[CH:8][N:7]=[C:6]([O:10][C:11]2[CH:16]=[CH:15][C:14]([NH:17][C:18](=[O:34])[NH:19][C:20]3[CH:21]=[C:22]([CH:27]=[C:28]([C:30]([F:33])([F:32])[F:31])[CH:29]=3)[C:23]([NH:25][CH3:26])=[O:24])=[CH:13][CH:12]=2)[CH:5]=1)=[N+]=[N-]. (8) Given the product [Cl:1][C:2]1[CH:3]=[N:4][C:5]2[N:6]([N:8]=[C:9]([CH2:11][C:34]3[C:35](=[O:37])[O:36][C:31]([CH:26]4[CH2:27][CH2:28][CH2:29][CH2:30]4)([CH2:39][CH2:40][C:41]4[CH:46]=[CH:45][C:44]([CH:47]([OH:49])[CH3:48])=[C:43]([F:50])[CH:42]=4)[CH2:32][C:33]=3[OH:38])[N:10]=2)[CH:7]=1, predict the reactants needed to synthesize it. The reactants are: [Cl:1][C:2]1[CH:3]=[N:4][C:5]2[N:6]([N:8]=[C:9]([CH:11]=O)[N:10]=2)[CH:7]=1.CC1C=C(C)N2N=C(C=O)N=C2N=1.[CH:26]1([C:31]2([CH2:39][CH2:40][C:41]3[CH:46]=[CH:45][C:44]([CH:47]([OH:49])[CH3:48])=[C:43]([F:50])[CH:42]=3)[O:36][C:35](=[O:37])[CH2:34][C:33](=[O:38])[CH2:32]2)[CH2:30][CH2:29][CH2:28][CH2:27]1.ClC1C=C(CCC2(C3CCCC3)OC(=O)CC(=O)C2)C=C(CC)C=1OC. (9) Given the product [ClH:51].[ClH:51].[CH:30]1([C@H:14]([NH:13][C:11](=[O:12])[C@H:9]([CH3:10])[NH:8][CH3:36])[C:15]([N:17]2[C@H:22]([C:23]([NH:40][C@H:41]3[C:49]4[C:44](=[CH:45][CH:46]=[CH:47][CH:48]=4)[CH2:43][C@H:42]3[OH:50])=[O:24])[CH2:21][N:20]3[CH2:27][CH2:28][CH2:29][C@@H:19]3[CH2:18]2)=[O:16])[CH2:35][CH2:34][CH2:33][CH2:32][CH2:31]1, predict the reactants needed to synthesize it. The reactants are: C(OC([N:8]([CH3:36])[C@H:9]([C:11]([NH:13][C@@H:14]([CH:30]1[CH2:35][CH2:34][CH2:33][CH2:32][CH2:31]1)[C:15]([N:17]1[C@H:22]([C:23](OC)=[O:24])[CH2:21][N:20]2[CH2:27][CH2:28][CH2:29][C@@H:19]2[CH2:18]1)=[O:16])=[O:12])[CH3:10])=O)(C)(C)C.O.[OH-].[Li+].[NH2:40][C@H:41]1[C:49]2[C:44](=[CH:45][CH:46]=[CH:47][CH:48]=2)[CH2:43][C@H:42]1[OH:50].[Cl-:51].COC1N=C(OC)N=C([N+]2(C)CCOCC2)N=1.C(OCC)(=O)C.Cl.